This data is from Reaction yield outcomes from USPTO patents with 853,638 reactions. The task is: Predict the reaction yield, written as a fraction of the theoretical maximum amount of product (1.0 means a 100% yield; for example, 0.34 means a 34% yield). The reactants are Br[C:2]1[C:15]2[S:14][C:13]3[C:8](=[CH:9][CH:10]=[CH:11][CH:12]=3)[S:7][C:6]=2[C:5]([O:16][CH2:17][O:18][CH3:19])=[CH:4][CH:3]=1.[B:20]1([B:20]2[O:24][C:23]([CH3:26])([CH3:25])[C:22]([CH3:28])([CH3:27])[O:21]2)[O:24][C:23]([CH3:26])([CH3:25])[C:22]([CH3:28])([CH3:27])[O:21]1.C([O-])(=O)C.[K+]. The catalyst is O1CCOCC1.[CH-]1C(P(C2C=CC=CC=2)C2C=CC=CC=2)=CC=C1.[CH-]1C(P(C2C=CC=CC=2)C2C=CC=CC=2)=CC=C1.[Fe+2]. The product is [CH3:19][O:18][CH2:17][O:16][C:5]1[C:6]2[S:7][C:8]3[C:13](=[CH:12][CH:11]=[CH:10][CH:9]=3)[S:14][C:15]=2[C:2]([B:20]2[O:24][C:23]([CH3:26])([CH3:25])[C:22]([CH3:28])([CH3:27])[O:21]2)=[CH:3][CH:4]=1. The yield is 1.00.